This data is from Reaction yield outcomes from USPTO patents with 853,638 reactions. The task is: Predict the reaction yield, written as a fraction of the theoretical maximum amount of product (1.0 means a 100% yield; for example, 0.34 means a 34% yield). (1) The yield is 0.590. No catalyst specified. The reactants are [F:1][C:2]([F:17])([F:16])[C:3]1[N:8]=[CH:7][C:6]([C:9]2[CH:14]=[CH:13][NH:12][C:11](=[O:15])[CH:10]=2)=[CH:5][CH:4]=1.Br[C:19]1[CH:20]=[CH:21][C:22]2[C:23]3[CH2:32][N:31]([C:33]([O:35][C:36]([CH3:39])([CH3:38])[CH3:37])=[O:34])[CH2:30][CH2:29][C:24]=3[N:25]([CH3:28])[C:26]=2[CH:27]=1. The product is [CH3:28][N:25]1[C:26]2[CH:27]=[C:19]([N:12]3[CH:13]=[CH:14][C:9]([C:6]4[CH:7]=[N:8][C:3]([C:2]([F:1])([F:16])[F:17])=[CH:4][CH:5]=4)=[CH:10][C:11]3=[O:15])[CH:20]=[CH:21][C:22]=2[C:23]2[CH2:32][N:31]([C:33]([O:35][C:36]([CH3:39])([CH3:38])[CH3:37])=[O:34])[CH2:30][CH2:29][C:24]1=2. (2) The reactants are [S:1]1[CH:5]=[CH:4][C:3]([C:6]2[C:16]3[O:15][CH2:14][CH2:13][N:12](C(OC(C)(C)C)=O)[CH2:11][C:10]=3[CH:9]=[CH:8][CH:7]=2)=[CH:2]1.C(OCC)(=O)C.[ClH:30]. The catalyst is C(OCC)(=O)C. The product is [ClH:30].[S:1]1[CH:5]=[CH:4][C:3]([C:6]2[C:16]3[O:15][CH2:14][CH2:13][NH:12][CH2:11][C:10]=3[CH:9]=[CH:8][CH:7]=2)=[CH:2]1. The yield is 0.929. (3) The reactants are [CH3:1][C:2]1[N:7]2[N:8]=[C:9]([NH2:11])[N:10]=[C:6]2[CH:5]=[CH:4][CH:3]=1.[C:12](O[C:12]([O:14][C:15]([CH3:18])([CH3:17])[CH3:16])=[O:13])([O:14][C:15]([CH3:18])([CH3:17])[CH3:16])=[O:13]. The catalyst is C(#N)C.CN(C)C1C=CN=CC=1. The product is [C:15]([O:14][C:12]([N:11]([C:12]([O:14][C:15]([CH3:18])([CH3:17])[CH3:16])=[O:13])[C:9]1[N:10]=[C:6]2[CH:5]=[CH:4][CH:3]=[C:2]([CH3:1])[N:7]2[N:8]=1)=[O:13])([CH3:18])([CH3:17])[CH3:16]. The yield is 0.670. (4) The reactants are [F:1][C:2]1[CH:7]=[CH:6][C:5]([C:8]2[C:13]([C:14]3[CH:19]=[CH:18][N:17]=[CH:16][CH:15]=3)=[C:12]([C:20]3[CH:25]=[CH:24][C:23]([F:26])=[CH:22][CH:21]=3)[N:11]=[C:10]3[NH:27][N:28]=[CH:29][C:9]=23)=[CH:4][CH:3]=1.[OH-].[K+].Cl[CH2:33][C:34]1[CH:39]=[CH:38][C:37]([S:40][CH3:41])=[CH:36][CH:35]=1. The catalyst is CN(C=O)C. The product is [F:1][C:2]1[CH:7]=[CH:6][C:5]([C:8]2[C:9]3[C:10](=[N:27][N:28]([CH2:33][C:34]4[CH:39]=[CH:38][C:37]([S:40][CH3:41])=[CH:36][CH:35]=4)[CH:29]=3)[N:11]=[C:12]([C:20]3[CH:25]=[CH:24][C:23]([F:26])=[CH:22][CH:21]=3)[C:13]=2[C:14]2[CH:15]=[CH:16][N:17]=[CH:18][CH:19]=2)=[CH:4][CH:3]=1.[F:1][C:2]1[CH:7]=[CH:6][C:5]([C:8]2[C:13]([C:14]3[CH:15]=[CH:16][N:17]=[CH:18][CH:19]=3)=[C:12]([C:20]3[CH:25]=[CH:24][C:23]([F:26])=[CH:22][CH:21]=3)[N:11]=[C:10]3[N:27]([CH2:33][C:34]4[CH:39]=[CH:38][C:37]([S:40][CH3:41])=[CH:36][CH:35]=4)[N:28]=[CH:29][C:9]=23)=[CH:4][CH:3]=1. The yield is 0.250. (5) The reactants are F[C:2]1[CH:3]=[C:4]2[C:9](=[CH:10][C:11]=1[N+:12]([O-:14])=[O:13])[NH:8][C:7](=[O:15])[N:6]([NH:16][S:17]([CH3:20])(=[O:19])=[O:18])[C:5]2=[O:21].[NH2:22][CH:23]([CH2:26][CH3:27])[CH2:24][OH:25]. No catalyst specified. The product is [OH:25][CH2:24][CH:23]([NH:22][C:2]1[CH:3]=[C:4]2[C:9](=[CH:10][C:11]=1[N+:12]([O-:14])=[O:13])[NH:8][C:7](=[O:15])[N:6]([NH:16][S:17]([CH3:20])(=[O:19])=[O:18])[C:5]2=[O:21])[CH2:26][CH3:27]. The yield is 0.400. (6) The reactants are [Cl:1][C:2]1[CH:30]=[CH:29][CH:28]=[CH:27][C:3]=1[CH2:4][N:5]1[C:9]([NH2:10])=[C:8]([C:11]2[C:15](=[NH:16])[N:14]([CH2:17][C:18]3[CH:23]=[CH:22][C:21]([O:24][CH3:25])=[CH:20][CH:19]=3)[C:13](=[O:26])[N:12]=2)[N:7]=[CH:6]1.[CH:31](OCC)(OCC)OCC. The catalyst is CC#N.S(=O)(=O)(O)O. The product is [CH3:25][O:24][C:21]1[CH:22]=[CH:23][C:18]([CH2:17][N:14]2[C:15]3=[N:16][CH:31]=[N:10][C:9]4[N:5]([CH2:4][C:3]5[CH:27]=[CH:28][CH:29]=[CH:30][C:2]=5[Cl:1])[CH:6]=[N:7][C:8]=4[C:11]3=[N:12][C:13]2=[O:26])=[CH:19][CH:20]=1. The yield is 0.850. (7) The reactants are [Cl:1][CH2:2][C:3]([C:15]1[CH:20]=[CH:19][C:18]([F:21])=[CH:17][C:16]=1[F:22])([OH:14])[CH:4]([O:6][Si](C(C)(C)C)(C)C)[CH3:5].Cl.O.C(OCC)(=O)C. The catalyst is CO.C(#N)C. The product is [Cl:1][CH2:2][C:3]([C:15]1[CH:20]=[CH:19][C:18]([F:21])=[CH:17][C:16]=1[F:22])([OH:14])[CH:4]([OH:6])[CH3:5]. The yield is 0.770. (8) The reactants are I[C:2]1[CH:11]=[C:10]2[C:5]([CH:6]=[C:7]([C:16]([O:18][CH2:19][CH3:20])=[O:17])[CH:8]([C:12]([F:15])([F:14])[F:13])[O:9]2)=[CH:4][CH:3]=1.[N:21]1[CH:26]=[CH:25][CH:24]=[C:23](B(O)O)[CH:22]=1.[C:30]([O-])([O-])=[O:31].[K+].[K+]. The catalyst is O1CCOCC1.Cl[Pd](Cl)([P](C1C=CC=CC=1)(C1C=CC=CC=1)C1C=CC=CC=1)[P](C1C=CC=CC=1)(C1C=CC=CC=1)C1C=CC=CC=1. The product is [N:21]1[CH:26]=[CH:25][CH:24]=[C:23]([C:30]([C:2]2[CH:11]=[C:10]3[C:5]([CH:6]=[C:7]([C:16]([O:18][CH2:19][CH3:20])=[O:17])[CH:8]([C:12]([F:15])([F:14])[F:13])[O:9]3)=[CH:4][CH:3]=2)=[O:31])[CH:22]=1. The yield is 0.0400. (9) The reactants are [NH2:1][C:2]1[C:11]2[CH:10]=[CH:9][CH:8]=[C:7](Br)[C:6]=2[N:5]=[C:4]2[CH2:13][N:14]([CH:17]3[CH2:19][CH2:18]3)[C:15](=[O:16])[C:3]=12.[Cl:20][C:21]1[CH:26]=[CH:25][C:24]([Cl:27])=[CH:23][C:22]=1B(O)O. No catalyst specified. The product is [NH2:1][C:2]1[C:11]2[CH:10]=[CH:9][CH:8]=[C:7]([C:25]3[CH:26]=[C:21]([Cl:20])[CH:22]=[CH:23][C:24]=3[Cl:27])[C:6]=2[N:5]=[C:4]2[CH2:13][N:14]([CH:17]3[CH2:19][CH2:18]3)[C:15](=[O:16])[C:3]=12. The yield is 0.820.